Predict which catalyst facilitates the given reaction. From a dataset of Catalyst prediction with 721,799 reactions and 888 catalyst types from USPTO. Reactant: [CH2:1]([O:3][C:4](=O)[C@H:5]([O:7][C:8]1[CH:13]=[C:12]([NH:14][S:15]([C:18]2[N:19]=[CH:20][N:21]([CH3:23])[CH:22]=2)(=[O:17])=[O:16])[N:11]=[C:10]([S:24][CH2:25][C:26]2[CH:31]=[CH:30][CH:29]=[C:28]([F:32])[C:27]=2[F:33])[N:9]=1)[CH3:6])[CH3:2].[BH4-].[Li+]. Product: [CH3:2][CH2:1][O:3][CH2:4][CH3:5].[CH3:29][CH2:28][CH2:27][CH:26]([CH3:31])[CH3:25].[F:33][C:27]1[C:28]([F:32])=[CH:29][CH:30]=[CH:31][C:26]=1[CH2:25][S:24][C:10]1[N:11]=[C:12]([NH:14][S:15]([C:18]2[N:19]=[CH:20][N:21]([CH3:23])[CH:22]=2)(=[O:17])=[O:16])[CH:13]=[C:8]([O:7][C@H:5]([CH3:6])[CH2:4][OH:3])[N:9]=1. The catalyst class is: 1.